This data is from HIV replication inhibition screening data with 41,000+ compounds from the AIDS Antiviral Screen. The task is: Binary Classification. Given a drug SMILES string, predict its activity (active/inactive) in a high-throughput screening assay against a specified biological target. (1) The drug is COC(=O)C=CC(C#N)(C#N)N=Cc1ccc(Br)cc1. The result is 0 (inactive). (2) The compound is O=CNNC(=O)Nc1ccc(Cl)cc1. The result is 0 (inactive). (3) The compound is OCC12C3C4C5C3C1C5C42. The result is 0 (inactive). (4) The drug is COC(=O)c1nc(-c2ccc3c(n2)C(=O)C(N)=C(OC)C3=O)c(N)c(-c2ccc(OC)c(OC)c2O)c1C. The result is 0 (inactive).